This data is from HIV replication inhibition screening data with 41,000+ compounds from the AIDS Antiviral Screen. The task is: Binary Classification. Given a drug SMILES string, predict its activity (active/inactive) in a high-throughput screening assay against a specified biological target. (1) The compound is CC1(C)COC(c2cc3c(cc2Br)OCO3)=N1. The result is 0 (inactive). (2) The drug is CCC1C(C)c2c([nH]c3ccccc23)C2C(=O)N(c3ccccc3)C(=O)C21. The result is 0 (inactive). (3) The drug is COc1ccc(C2CCC(=O)CC2C(=O)O)cc1. The result is 0 (inactive). (4) The compound is CC(=O)OCC1OC(n2c(N)c(C#N)c(-c3ccccc3)c(C#N)c2=S)C(OC(C)=O)C(OC(C)=O)C1OC(C)=O. The result is 0 (inactive).